Predict the product of the given reaction. From a dataset of Forward reaction prediction with 1.9M reactions from USPTO patents (1976-2016). Given the reactants [Cl:1][V:2]([Cl:5])([Cl:4])[Cl:3].[CH3:6][O:7][CH2:8][CH2:9][O:10][CH3:11], predict the reaction product. The product is: [CH3:6][O:7][CH2:8][CH2:9][O:10][CH3:11].[V:2]([Cl:5])([Cl:4])([Cl:3])[Cl:1].